From a dataset of NCI-60 drug combinations with 297,098 pairs across 59 cell lines. Regression. Given two drug SMILES strings and cell line genomic features, predict the synergy score measuring deviation from expected non-interaction effect. (1) Drug 1: CC1=C2C(C(=O)C3(C(CC4C(C3C(C(C2(C)C)(CC1OC(=O)C(C(C5=CC=CC=C5)NC(=O)OC(C)(C)C)O)O)OC(=O)C6=CC=CC=C6)(CO4)OC(=O)C)OC)C)OC. Drug 2: C1CC(=O)NC(=O)C1N2C(=O)C3=CC=CC=C3C2=O. Cell line: KM12. Synergy scores: CSS=67.9, Synergy_ZIP=22.3, Synergy_Bliss=21.6, Synergy_Loewe=-21.8, Synergy_HSA=16.7. (2) Drug 1: COC1=C(C=C2C(=C1)N=CN=C2NC3=CC(=C(C=C3)F)Cl)OCCCN4CCOCC4. Drug 2: C1CN(P(=O)(OC1)NCCCl)CCCl. Cell line: MCF7. Synergy scores: CSS=4.65, Synergy_ZIP=-3.53, Synergy_Bliss=-4.64, Synergy_Loewe=-18.7, Synergy_HSA=-4.80. (3) Drug 1: C1=C(C(=O)NC(=O)N1)N(CCCl)CCCl. Drug 2: CC1C(C(CC(O1)OC2CC(OC(C2O)C)OC3=CC4=CC5=C(C(=O)C(C(C5)C(C(=O)C(C(C)O)O)OC)OC6CC(C(C(O6)C)O)OC7CC(C(C(O7)C)O)OC8CC(C(C(O8)C)O)(C)O)C(=C4C(=C3C)O)O)O)O. Cell line: ACHN. Synergy scores: CSS=48.7, Synergy_ZIP=-4.13, Synergy_Bliss=-8.98, Synergy_Loewe=-8.34, Synergy_HSA=-8.28. (4) Drug 1: CC1=C(C(CCC1)(C)C)C=CC(=CC=CC(=CC(=O)O)C)C. Drug 2: C1C(C(OC1N2C=NC(=NC2=O)N)CO)O. Cell line: HCT-15. Synergy scores: CSS=1.04, Synergy_ZIP=-1.64, Synergy_Bliss=-2.06, Synergy_Loewe=-2.38, Synergy_HSA=-2.68. (5) Drug 1: C1=CC(=CC=C1CCC2=CNC3=C2C(=O)NC(=N3)N)C(=O)NC(CCC(=O)O)C(=O)O. Drug 2: CC(C1=C(C=CC(=C1Cl)F)Cl)OC2=C(N=CC(=C2)C3=CN(N=C3)C4CCNCC4)N. Cell line: NCI/ADR-RES. Synergy scores: CSS=12.5, Synergy_ZIP=-6.11, Synergy_Bliss=-2.08, Synergy_Loewe=-8.46, Synergy_HSA=-2.85. (6) Drug 1: COC1=C2C(=CC3=C1OC=C3)C=CC(=O)O2. Drug 2: CC1CCCC2(C(O2)CC(NC(=O)CC(C(C(=O)C(C1O)C)(C)C)O)C(=CC3=CSC(=N3)C)C)C. Cell line: IGROV1. Synergy scores: CSS=27.1, Synergy_ZIP=0.307, Synergy_Bliss=-0.885, Synergy_Loewe=-25.6, Synergy_HSA=-1.82. (7) Drug 1: CCC1=CC2CC(C3=C(CN(C2)C1)C4=CC=CC=C4N3)(C5=C(C=C6C(=C5)C78CCN9C7C(C=CC9)(C(C(C8N6C)(C(=O)OC)O)OC(=O)C)CC)OC)C(=O)OC.C(C(C(=O)O)O)(C(=O)O)O. Drug 2: CNC(=O)C1=NC=CC(=C1)OC2=CC=C(C=C2)NC(=O)NC3=CC(=C(C=C3)Cl)C(F)(F)F. Cell line: HOP-92. Synergy scores: CSS=49.9, Synergy_ZIP=-6.48, Synergy_Bliss=0.374, Synergy_Loewe=-14.2, Synergy_HSA=2.64.